This data is from Reaction yield outcomes from USPTO patents with 853,638 reactions. The task is: Predict the reaction yield, written as a fraction of the theoretical maximum amount of product (1.0 means a 100% yield; for example, 0.34 means a 34% yield). (1) The reactants are [OH:1][C:2]1[C:11]2[C:6](=[CH:7][CH:8]=[CH:9][CH:10]=2)[N:5]([NH:12][CH2:13][CH:14]([CH3:16])[CH3:15])[C:4](=[O:17])[C:3]=1[C:18]1[NH:23][C:22]2[CH:24]=[CH:25][C:26]([OH:28])=[CH:27][C:21]=2[S:20](=[O:30])(=[O:29])[N:19]=1.C(=O)([O-])[O-].[Cs+].[Cs+].Br[C:38]1[C:43]([N+:44]([O-:46])=[O:45])=[CH:42][CH:41]=[CH:40][N:39]=1. The catalyst is CS(C)=O. The product is [OH:1][C:2]1[C:11]2[C:6](=[CH:7][CH:8]=[CH:9][CH:10]=2)[N:5]([NH:12][CH2:13][CH:14]([CH3:15])[CH3:16])[C:4](=[O:17])[C:3]=1[C:18]1[NH:23][C:22]2[CH:24]=[CH:25][C:26]([O:28][C:38]3[C:43]([N+:44]([O-:46])=[O:45])=[CH:42][CH:41]=[CH:40][N:39]=3)=[CH:27][C:21]=2[S:20](=[O:29])(=[O:30])[N:19]=1. The yield is 0.680. (2) The reactants are [Cl:1][C:2]1[CH:3]=[C:4]2[C:9](=[CH:10][C:11]=1[Cl:12])[CH:8]=[N:7][C:6]([NH2:13])=[CH:5]2.[Cl:14][C:15]1[C:24]([Cl:25])=[CH:23][CH:22]=[C:21]2[C:16]=1[CH:17]=[C:18]([NH2:26])[N:19]=[CH:20]2.[C:27](N1C=CC=CC1=O)(N1C=CC=CC1=O)=[S:28]. The catalyst is ClCCl. The product is [Cl:1][C:2]1[CH:3]=[C:4]2[C:9](=[CH:10][C:11]=1[Cl:12])[CH:8]=[N:7][C:6]([N:13]=[C:27]=[S:28])=[CH:5]2.[Cl:14][C:15]1[C:24]([Cl:25])=[CH:23][CH:22]=[C:21]2[C:16]=1[CH:17]=[C:18]([N:26]=[C:27]=[S:28])[N:19]=[CH:20]2. The yield is 0.407. (3) The reactants are [Cl:1][C:2]1[C:3]([F:40])=[C:4]([C@@H:8]2[C@:12]([C:15]3[CH:20]=[CH:19][C:18]([Cl:21])=[CH:17][C:16]=3[F:22])([C:13]#[N:14])[C@H:11]([CH2:23][C:24]([CH3:27])([CH3:26])[CH3:25])[NH:10][C@H:9]2[C:28]([NH:30][C:31]2[CH:39]=[CH:38][C:34]([C:35]([OH:37])=O)=[CH:33][N:32]=2)=[O:29])[CH:5]=[CH:6][CH:7]=1.[NH2:41][C:42]([CH3:46])([CH3:45])[CH2:43][OH:44].CN(C(ON1N=NC2C=CC=NC1=2)=[N+](C)C)C.F[P-](F)(F)(F)(F)F.CCN(C(C)C)C(C)C. The product is [Cl:1][C:2]1[C:3]([F:40])=[C:4]([C@@H:8]2[C@:12]([C:15]3[CH:20]=[CH:19][C:18]([Cl:21])=[CH:17][C:16]=3[F:22])([C:13]#[N:14])[C@H:11]([CH2:23][C:24]([CH3:26])([CH3:27])[CH3:25])[NH:10][C@H:9]2[C:28]([NH:30][C:31]2[CH:39]=[CH:38][C:34]([C:35]([NH:41][C:42]([CH3:46])([CH3:45])[CH2:43][OH:44])=[O:37])=[CH:33][N:32]=2)=[O:29])[CH:5]=[CH:6][CH:7]=1. The catalyst is C(Cl)Cl. The yield is 0.220. (4) The reactants are Cl[C:2]1[CH:7]=[CH:6][C:5]([CH2:8][O:9][CH3:10])=[CH:4][N:3]=1.[C:11]([Zn]C#N)#[N:12].CN(C=O)C. The catalyst is C1C=CC([P]([Pd]([P](C2C=CC=CC=2)(C2C=CC=CC=2)C2C=CC=CC=2)([P](C2C=CC=CC=2)(C2C=CC=CC=2)C2C=CC=CC=2)[P](C2C=CC=CC=2)(C2C=CC=CC=2)C2C=CC=CC=2)(C2C=CC=CC=2)C2C=CC=CC=2)=CC=1.O. The product is [CH3:10][O:9][CH2:8][C:5]1[CH:6]=[CH:7][C:2]([C:11]#[N:12])=[N:3][CH:4]=1. The yield is 0.704. (5) The catalyst is C(Cl)Cl.C1(C)C=CC=CC=1. The product is [OH:1][CH:2]1[O:6][C@H:5]([C:7]2[CH:8]=[CH:9][C:10]([NH:13][S:14]([CH3:17])(=[O:16])=[O:15])=[CH:11][CH:12]=2)[CH2:4][CH2:3]1. The yield is 0.640. The reactants are [O:1]=[C:2]1[O:6][C@H:5]([C:7]2[CH:12]=[CH:11][C:10]([NH:13][S:14]([CH3:17])(=[O:16])=[O:15])=[CH:9][CH:8]=2)[CH2:4][CH2:3]1.CC(C[AlH]CC(C)C)C. (6) The reactants are P(Cl)(Cl)Cl.O[CH2:6][CH:7]=[C:8]([CH2:10][CH2:11][CH:12]=[C:13]([CH2:15][CH2:16][CH:17]=[C:18]([CH3:20])[CH3:19])[CH3:14])[CH3:9].P(Cl)(Cl)[Cl:22].CN(C=O)C.C([O-])(O)=O.[Na+]. The catalyst is O.CC(OC)(C)C.CN(C=O)C. The product is [Cl:22][CH2:6][CH:7]=[C:8]([CH3:9])[CH2:10][CH2:11][CH:12]=[C:13]([CH3:14])[CH2:15][CH2:16][CH:17]=[C:18]([CH3:20])[CH3:19]. The yield is 0.920. (7) The yield is 0.500. The product is [CH3:45][N:43]([CH3:44])[CH2:42][CH2:41][CH2:40][NH:8][C:9]1[CH:10]=[C:11]([NH:19][C:20]2[C:29]3[C:24](=[CH:25][CH:26]=[CH:27][CH:28]=3)[C:23]([C:30]3[CH:31]=[CH:32][C:33]([C:34]([O:36][CH3:37])=[O:35])=[CH:38][CH:39]=3)=[N:22][N:21]=2)[CH:12]=[C:13]([C:15]([F:17])([F:18])[F:16])[CH:14]=1. The catalyst is CO. The reactants are C(OC([N:8]([CH2:40][CH2:41][CH2:42][N:43]([CH3:45])[CH3:44])[C:9]1[CH:10]=[C:11]([NH:19][C:20]2[C:29]3[C:24](=[CH:25][CH:26]=[CH:27][CH:28]=3)[C:23]([C:30]3[CH:39]=[CH:38][C:33]([C:34]([O:36][CH3:37])=[O:35])=[CH:32][CH:31]=3)=[N:22][N:21]=2)[CH:12]=[C:13]([C:15]([F:18])([F:17])[F:16])[CH:14]=1)=O)(C)(C)C.Cl.C(OCC)C. (8) The reactants are C([O:3][C:4](=[O:30])[CH:5]([C:10]1[CH:11]=[C:12]([C:21]2[CH:26]=[CH:25][CH:24]=[C:23]([N+:27]([O-:29])=[O:28])[CH:22]=2)[C:13]([O:16][CH2:17][CH:18]2[CH2:20][CH2:19]2)=[CH:14][CH:15]=1)[CH2:6][CH:7]([CH3:9])[CH3:8])C.O.[OH-].[Li+]. The catalyst is CO.C1COCC1.O. The product is [CH:18]1([CH2:17][O:16][C:13]2[C:12]([C:21]3[CH:26]=[CH:25][CH:24]=[C:23]([N+:27]([O-:29])=[O:28])[CH:22]=3)=[CH:11][C:10]([CH:5]([CH2:6][CH:7]([CH3:9])[CH3:8])[C:4]([OH:30])=[O:3])=[CH:15][CH:14]=2)[CH2:19][CH2:20]1. The yield is 0.420.